Dataset: Full USPTO retrosynthesis dataset with 1.9M reactions from patents (1976-2016). Task: Predict the reactants needed to synthesize the given product. (1) Given the product [N:4]1[C:5]2[C:6](=[CH:20][CH:21]=[CH:30][CH:29]=2)[CH:7]=[CH:2][C:3]=1[CH2:8][N:9]1[CH:13]=[CH:12][C:11]([NH:14][C:15](=[O:17])[CH3:16])=[N:10]1, predict the reactants needed to synthesize it. The reactants are: O[C:2]1[C:3]([CH2:8][N:9]2[CH:13]=[CH:12][C:11]([NH:14][C:15](=[O:17])[CH3:16])=[N:10]2)=[N:4][CH:5]=[CH:6][CH:7]=1.Cl.Cl[CH2:20][C:21]1[CH:30]=[CH:29]C2C(=CC=CC=2)N=1. (2) Given the product [Br:1][C:2]1[CH:10]=[CH:9][C:8]([C:11]([F:14])([F:13])[F:12])=[CH:7][C:3]=1[C:4]([Cl:17])=[O:5], predict the reactants needed to synthesize it. The reactants are: [Br:1][C:2]1[CH:10]=[CH:9][C:8]([C:11]([F:14])([F:13])[F:12])=[CH:7][C:3]=1[C:4](O)=[O:5].S(Cl)([Cl:17])=O. (3) Given the product [CH2:1]([O:8][C:9]1[CH2:13][CH:12]([CH3:15])[C:11](=[O:14])[CH:10]=1)[C:2]1[CH:7]=[CH:6][CH:5]=[CH:4][CH:3]=1, predict the reactants needed to synthesize it. The reactants are: [CH2:1]([O:8][C:9]1[CH2:13][CH2:12][C:11](=[O:14])[CH:10]=1)[C:2]1[CH:7]=[CH:6][CH:5]=[CH:4][CH:3]=1.[CH:15]([N-]C(C)C)(C)C.[Li+].CI.O.